From a dataset of Forward reaction prediction with 1.9M reactions from USPTO patents (1976-2016). Predict the product of the given reaction. (1) The product is: [ClH:24].[NH2:10][CH:11]([CH2:15][C:16]1[CH:17]=[CH:18][C:19]([O:22][CH3:23])=[CH:20][CH:21]=1)[C:12]([OH:14])=[O:13]. Given the reactants N#N.C(OC([NH:10][CH:11]([CH2:15][C:16]1[CH:21]=[CH:20][C:19]([O:22][CH3:23])=[CH:18][CH:17]=1)[C:12]([OH:14])=[O:13])=O)(C)(C)C.[ClH:24], predict the reaction product. (2) Given the reactants Br[C:2]1[CH:7]=[CH:6][CH:5]=[CH:4][N:3]=1.C1(P(C2C=CC=CC=2)C2C=CC=CC=2)C=CC=CC=1.C(=O)([O-])[O-].[Cl:31][C:32]1[N:37]=[CH:36][C:35](B(O)O)=[CH:34][CH:33]=1, predict the reaction product. The product is: [Cl:31][C:32]1[N:37]=[CH:36][C:35]([C:2]2[CH:7]=[CH:6][CH:5]=[CH:4][N:3]=2)=[CH:34][CH:33]=1. (3) The product is: [Br:29][C:30]1[CH:31]=[CH:32][C:33]2[O:37][C:36]3[C:38](=[O:40])[NH:39][C:42]([C:44]4[O:48][N:47]=[C:46]([O:49][CH:50]5[CH2:55][CH2:54][N:53]([C:56]([O:58][C:59]([CH3:62])([CH3:61])[CH3:60])=[O:57])[CH2:52][CH2:51]5)[CH:45]=4)=[N:41][C:35]=3[C:34]=2[CH:63]=1. Given the reactants BrC1C=CC2OC3C(=O)NC(C4CCN(C(OC(C)(C)C)=O)CC4)=NC=3C=2C=1.[Br:29][C:30]1[CH:31]=[CH:32][C:33]2[O:37][C:36]([C:38](=[O:40])[NH2:39])=[C:35]([NH:41][C:42]([C:44]3[O:48][N:47]=[C:46]([O:49][CH:50]4[CH2:55][CH2:54][N:53]([C:56]([O:58][C:59]([CH3:62])([CH3:61])[CH3:60])=[O:57])[CH2:52][CH2:51]4)[CH:45]=3)=O)[C:34]=2[CH:63]=1.BrC1C=CC2OC(C(=O)N)=C(NC(C3CCN(C(OC(C)(C)C)=O)CC3)=O)C=2C=1, predict the reaction product. (4) Given the reactants [CH3:1][O:2][C:3]1[CH:4]=[CH:5][C:6]2[O:11][CH2:10][CH2:9][N:8]([CH2:12][C:13]#[N:14])[C:7]=2[CH:15]=1.[C:16]([O-])(=[O:18])[CH3:17].[Na+], predict the reaction product. The product is: [CH3:1][O:2][C:3]1[CH:4]=[CH:5][C:6]2[O:11][CH2:10][CH2:9][N:8]([CH2:12][CH2:13][NH:14][C:16](=[O:18])[CH3:17])[C:7]=2[CH:15]=1. (5) Given the reactants [CH3:1][O:2][C:3](=[O:8])[CH:4](Br)[CH2:5]Br.CCN(CC)CC.[CH2:16]([NH:23][CH2:24][CH2:25][NH:26][CH2:27][C:28]1[CH:33]=[CH:32][CH:31]=[CH:30][CH:29]=1)[C:17]1[CH:22]=[CH:21][CH:20]=[CH:19][CH:18]=1, predict the reaction product. The product is: [CH3:1][O:2][C:3]([CH:4]1[CH2:5][N:26]([CH2:27][C:28]2[CH:33]=[CH:32][CH:31]=[CH:30][CH:29]=2)[CH2:25][CH2:24][N:23]1[CH2:16][C:17]1[CH:22]=[CH:21][CH:20]=[CH:19][CH:18]=1)=[O:8]. (6) Given the reactants [CH2:1]([N:3]([CH2:30][CH3:31])[C:4]1[CH:9]=[C:8]([C:10]2[O:14][N:13]=[C:12]([C:15]3[CH:20]=[C:19]([CH3:21])[C:18]([O:22][CH2:23][C@@H:24]4[CH2:26][O:25]4)=[C:17]([CH2:27][CH3:28])[CH:16]=3)[N:11]=2)[CH:7]=[C:6]([CH3:29])[N:5]=1)[CH3:2].[CH3:32][O-:33].[Na+], predict the reaction product. The product is: [CH2:30]([N:3]([CH2:1][CH3:2])[C:4]1[CH:9]=[C:8]([C:10]2[O:14][N:13]=[C:12]([C:15]3[CH:20]=[C:19]([CH3:21])[C:18]([O:22][CH2:23][C@@H:24]([OH:25])[CH2:26][O:33][CH3:32])=[C:17]([CH2:27][CH3:28])[CH:16]=3)[N:11]=2)[CH:7]=[C:6]([CH3:29])[N:5]=1)[CH3:31]. (7) Given the reactants N[C:2]1[CH:7]=[CH:6][C:5]([C:8]2[NH:25][C:11]3[CH:12]=[N:13][C:14]([NH:16][C:17]([C:19]4[CH:24]=[CH:23][CH:22]=[CH:21][N:20]=4)=[O:18])=[CH:15][C:10]=3[N:9]=2)=[CH:4][CH:3]=1.[C:26]12([C:36](Cl)=[O:37])[CH2:35][CH:30]3[CH2:31][CH:32]([CH2:34][CH:28]([CH2:29]3)[CH2:27]1)[CH2:33]2.C([O-])([O-])=O.[K+].[K+], predict the reaction product. The product is: [C:26]12([C:36]([C:2]3[CH:3]=[CH:4][C:5]([C:8]4[NH:25][C:11]5[CH:12]=[N:13][C:14]([NH:16][C:17]([C:19]6[CH:24]=[CH:23][CH:22]=[CH:21][N:20]=6)=[O:18])=[CH:15][C:10]=5[N:9]=4)=[CH:6][CH:7]=3)=[O:37])[CH2:35][CH:30]3[CH2:31][CH:32]([CH2:34][CH:28]([CH2:29]3)[CH2:27]1)[CH2:33]2. (8) Given the reactants Br.Br[CH2:3][C:4]([C:6]1[CH:7]=[N:8][CH:9]=[CH:10][CH:11]=1)=[O:5].[CH2:12]([NH:15][CH2:16][CH:17]=[CH2:18])[CH:13]=[CH2:14].C(N(C(C)C)CC)(C)C, predict the reaction product. The product is: [CH2:12]([N:15]([CH2:16][CH:17]=[CH2:18])[CH2:3][C:4]([C:6]1[CH:7]=[N:8][CH:9]=[CH:10][CH:11]=1)=[O:5])[CH:13]=[CH2:14]. (9) Given the reactants [CH:1]1([N:7]([CH2:19][CH3:20])[C:8](=O)[CH2:9][S:10][C:11]2[CH:16]=[CH:15][C:14]([F:17])=[CH:13][CH:12]=2)[CH2:6][CH2:5][CH2:4][CH2:3][CH2:2]1.[H-].[Al+3].[Li+].[H-].[H-].[H-].O.O.O.O.O.O.O.O.O.O.S([O-])([O-])(=O)=O.[Na+].[Na+], predict the reaction product. The product is: [F:17][C:14]1[CH:15]=[CH:16][C:11]([S:10][CH2:9][CH2:8][N:7]([CH:1]2[CH2:6][CH2:5][CH2:4][CH2:3][CH2:2]2)[CH2:19][CH3:20])=[CH:12][CH:13]=1. (10) Given the reactants [F:1][C:2]1([F:22])[CH2:7][CH2:6][CH:5]([CH2:8][CH:9]2[CH2:14][CH:13]([C:15]([OH:17])=O)[CH2:12][CH2:11][N:10]2[C:18]([O:20][CH3:21])=[O:19])[CH2:4][CH2:3]1.N1(C(N2C=CN=C2)=O)C=CN=C1.[CH2:35]([O:37][C:38](=[O:43])[CH2:39][C:40]([O-:42])=O)[CH3:36].[K+].[Cl-].[Mg+2].[Cl-].Cl, predict the reaction product. The product is: [F:22][C:2]1([F:1])[CH2:3][CH2:4][CH:5]([CH2:8][C@H:9]2[CH2:14][C@H:13]([C:15](=[O:17])[CH2:39][C:38]([O:37][CH2:35][CH3:36])=[O:43])[CH2:12][CH2:11][N:10]2[C:18]([O:20][CH3:21])=[O:19])[CH2:6][CH2:7]1.[F:22][C:2]1([F:1])[CH2:3][CH2:4][CH:5]([CH2:8][C@H:9]2[CH2:14][C@@H:13]([C:40](=[O:42])[CH2:39][C:38]([O:37][CH2:35][CH3:36])=[O:43])[CH2:12][CH2:11][N:10]2[C:18]([O:20][CH3:21])=[O:19])[CH2:6][CH2:7]1.